This data is from NCI-60 drug combinations with 297,098 pairs across 59 cell lines. The task is: Regression. Given two drug SMILES strings and cell line genomic features, predict the synergy score measuring deviation from expected non-interaction effect. (1) Drug 1: C1=NC2=C(N=C(N=C2N1C3C(C(C(O3)CO)O)F)Cl)N. Drug 2: CN(C(=O)NC(C=O)C(C(C(CO)O)O)O)N=O. Cell line: ACHN. Synergy scores: CSS=7.39, Synergy_ZIP=-6.50, Synergy_Bliss=0.162, Synergy_Loewe=-20.1, Synergy_HSA=-0.638. (2) Drug 1: CN1CCC(CC1)COC2=C(C=C3C(=C2)N=CN=C3NC4=C(C=C(C=C4)Br)F)OC. Drug 2: CC1=C2C(C(=O)C3(C(CC4C(C3C(C(C2(C)C)(CC1OC(=O)C(C(C5=CC=CC=C5)NC(=O)OC(C)(C)C)O)O)OC(=O)C6=CC=CC=C6)(CO4)OC(=O)C)O)C)O. Cell line: OVCAR3. Synergy scores: CSS=58.6, Synergy_ZIP=2.54, Synergy_Bliss=1.48, Synergy_Loewe=-20.5, Synergy_HSA=4.92. (3) Drug 1: C1=NC2=C(N1)C(=S)N=C(N2)N. Cell line: NCI-H322M. Synergy scores: CSS=34.0, Synergy_ZIP=-3.71, Synergy_Bliss=-1.47, Synergy_Loewe=-0.447, Synergy_HSA=-0.273. Drug 2: CCC1=C2CN3C(=CC4=C(C3=O)COC(=O)C4(CC)O)C2=NC5=C1C=C(C=C5)O. (4) Drug 1: CCCS(=O)(=O)NC1=C(C(=C(C=C1)F)C(=O)C2=CNC3=C2C=C(C=N3)C4=CC=C(C=C4)Cl)F. Cell line: CAKI-1. Synergy scores: CSS=19.0, Synergy_ZIP=-8.38, Synergy_Bliss=-15.3, Synergy_Loewe=-31.5, Synergy_HSA=-14.7. Drug 2: C1=NC2=C(N=C(N=C2N1C3C(C(C(O3)CO)O)F)Cl)N.